This data is from Forward reaction prediction with 1.9M reactions from USPTO patents (1976-2016). The task is: Predict the product of the given reaction. (1) Given the reactants [O:1]1[CH:5]=[CH:4][C:3]([C:6]2[N:10]([CH3:11])[N:9]=[CH:8][C:7]=2/[CH:12]=[CH:13]/[C:14]([O:16]CC)=[O:15])=[CH:2]1.O1CCCC1.[OH-].[Na+].Cl, predict the reaction product. The product is: [O:1]1[CH:5]=[CH:4][C:3]([C:6]2[N:10]([CH3:11])[N:9]=[CH:8][C:7]=2/[CH:12]=[CH:13]/[C:14]([OH:16])=[O:15])=[CH:2]1. (2) The product is: [C:1]([O:5][C:6]([NH:8][C@@H:9]1[C:23](=[O:24])[N:22]2[CH2:25][C@H:26]([O:28][C:29]([N:31]3[CH2:39][C:38]4[C:33](=[CH:34][CH:35]=[CH:36][C:37]=4[F:40])[CH2:32]3)=[O:30])[CH2:27][C@H:21]2[C:20](=[O:41])[NH:19][C@:18]2([C:43]([OH:45])=[O:44])[CH2:42][C@H:17]2[CH:16]=[CH:15][CH2:14][CH2:13][CH2:12][O:11][CH2:10]1)=[O:7])([CH3:4])([CH3:2])[CH3:3]. Given the reactants [C:1]([O:5][C:6]([NH:8][C@@H:9]1[C:23](=[O:24])[N:22]2[CH2:25][C@H:26]([O:28][C:29]([N:31]3[CH2:39][C:38]4[C:33](=[CH:34][CH:35]=[CH:36][C:37]=4[F:40])[CH2:32]3)=[O:30])[CH2:27][C@H:21]2[C:20](=[O:41])[NH:19][C@:18]2([C:43]([O:45]CC)=[O:44])[CH2:42][C@H:17]2[CH:16]=[CH:15][CH2:14][CH2:13][CH2:12][O:11][CH2:10]1)=[O:7])([CH3:4])([CH3:3])[CH3:2].[OH-].[Na+].CCOCC, predict the reaction product. (3) Given the reactants [Br:1][C:2]1[CH:3]=[C:4]([CH:7]=[C:8]([C:10]([F:13])([F:12])[F:11])[CH:9]=1)[C:5]#[N:6].[CH2:14]([Mg]Br)[CH3:15].CC1CCCO1.B(F)(F)F.CCOCC, predict the reaction product. The product is: [Br:1][C:2]1[CH:3]=[C:4]([C:5]2([NH2:6])[CH2:15][CH2:14]2)[CH:7]=[C:8]([C:10]([F:11])([F:12])[F:13])[CH:9]=1. (4) Given the reactants [CH3:1][C@H:2]1[C@@:6]([CH3:8])([OH:7])[CH2:5][CH2:4][NH:3]1.[F:9][C:10]1[CH:17]=[C:16](F)[CH:15]=[C:14]([F:19])[C:11]=1[C:12]#[N:13].C(=O)([O-])[O-].[Li+].[Li+], predict the reaction product. The product is: [F:9][C:10]1[CH:17]=[C:16]([N:3]2[CH2:4][CH2:5][C@@:6]([OH:7])([CH3:8])[C@@H:2]2[CH3:1])[CH:15]=[C:14]([F:19])[C:11]=1[C:12]#[N:13]. (5) The product is: [CH3:8][C:7]1[C:2]([N:1]2[C:12](=[O:13])[C:11]3[C:10](=[CH:18][CH:17]=[CH:16][CH:15]=3)[C:9]2=[O:14])=[N:3][CH:4]=[CH:5][CH:6]=1. Given the reactants [NH2:1][C:2]1[C:7]([CH3:8])=[CH:6][CH:5]=[CH:4][N:3]=1.[C:9]1(=O)[O:14][C:12](=[O:13])[C:11]2=[CH:15][CH:16]=[CH:17][CH:18]=[C:10]12, predict the reaction product.